Predict the reactants needed to synthesize the given product. From a dataset of Full USPTO retrosynthesis dataset with 1.9M reactions from patents (1976-2016). Given the product [CH2:1]([N:8]1[CH2:13][CH2:12][C:11]([NH:18][C:19](=[O:36])[C:20]2[CH:21]=[CH:22][C:23]([O:26][CH2:27][CH2:28][CH2:29][N:30]3[CH2:34][CH2:33][CH2:32][CH:31]3[CH3:35])=[CH:24][CH:25]=2)([CH2:14][OH:15])[CH2:10][CH2:9]1)[C:2]1[CH:3]=[CH:4][CH:5]=[CH:6][CH:7]=1, predict the reactants needed to synthesize it. The reactants are: [CH2:1]([N:8]1[CH2:13][CH2:12][C:11]([NH:18][C:19](=[O:36])[C:20]2[CH:25]=[CH:24][C:23]([O:26][CH2:27][CH2:28][CH2:29][N:30]3[CH2:34][CH2:33][CH2:32][CH:31]3[CH3:35])=[CH:22][CH:21]=2)([C:14](OC)=[O:15])[CH2:10][CH2:9]1)[C:2]1[CH:7]=[CH:6][CH:5]=[CH:4][CH:3]=1.[BH4-].[Li+].[OH-].[Na+].Cl.C(=O)([O-])[O-].[K+].[K+].